This data is from Full USPTO retrosynthesis dataset with 1.9M reactions from patents (1976-2016). The task is: Predict the reactants needed to synthesize the given product. (1) Given the product [C:1]([O:5][C:6]([N:8]1[CH2:12][CH2:11][C@@H:10]([C:13]2[NH:14][C:22](=[O:35])[S:23][N:16]=2)[CH2:9]1)=[O:7])([CH3:4])([CH3:3])[CH3:2], predict the reactants needed to synthesize it. The reactants are: [C:1]([O:5][C:6]([N:8]1[CH2:12][CH2:11][C@@H:10]([C:13](=[NH:16])[NH:14]O)[CH2:9]1)=[O:7])([CH3:4])([CH3:3])[CH3:2].N1([C:22](N2C=CN=C2)=[S:23])C=CN=C1.B(F)(F)F.CC[O:35]CC. (2) Given the product [NH:1]([CH2:2][CH2:3][CH2:4][N:5]([C:20]1[CH:25]=[C:24]([CH3:26])[N:23]=[C:22]([N:27]2[CH:31]=[CH:30][N:29]=[CH:28]2)[N:21]=1)[CH2:6][C:7]([NH:9][CH2:10][CH2:11][C:12]1[CH:17]=[CH:16][C:15]([O:18][CH3:19])=[CH:14][CH:13]=1)=[O:8])[C:34]([NH2:35])=[O:33], predict the reactants needed to synthesize it. The reactants are: [NH2:1][CH2:2][CH2:3][CH2:4][N:5]([C:20]1[CH:25]=[C:24]([CH3:26])[N:23]=[C:22]([N:27]2[CH:31]=[CH:30][N:29]=[CH:28]2)[N:21]=1)[CH2:6][C:7]([NH:9][CH2:10][CH2:11][C:12]1[CH:17]=[CH:16][C:15]([O:18][CH3:19])=[CH:14][CH:13]=1)=[O:8].O.[O-:33][C:34]#[N:35].[K+].